From a dataset of Reaction yield outcomes from USPTO patents with 853,638 reactions. Predict the reaction yield, written as a fraction of the theoretical maximum amount of product (1.0 means a 100% yield; for example, 0.34 means a 34% yield). The reactants are [F:1][C:2]1[CH:3]=[C:4]([NH:22][C:23](=[O:35])[C:24]([NH:26][CH2:27][CH2:28][C:29]2[CH:34]=[CH:33][CH:32]=[CH:31][CH:30]=2)=[O:25])[CH:5]=[CH:6][C:7]=1[O:8][C:9]1[C:18]2[C:13](=[CH:14][C:15]([OH:21])=[C:16]([O:19][CH3:20])[CH:17]=2)[N:12]=[CH:11][CH:10]=1.Cl.Cl[CH2:38][CH2:39][CH2:40][N:41]1[CH2:46][CH2:45][O:44][CH2:43][CH2:42]1.C(=O)([O-])[O-].[K+].[K+]. The catalyst is CN(C=O)C. The product is [F:1][C:2]1[CH:3]=[C:4]([NH:22][C:23](=[O:35])[C:24]([NH:26][CH2:27][CH2:28][C:29]2[CH:30]=[CH:31][CH:32]=[CH:33][CH:34]=2)=[O:25])[CH:5]=[CH:6][C:7]=1[O:8][C:9]1[C:18]2[C:13](=[CH:14][C:15]([O:21][CH2:38][CH2:39][CH2:40][N:41]3[CH2:46][CH2:45][O:44][CH2:43][CH2:42]3)=[C:16]([O:19][CH3:20])[CH:17]=2)[N:12]=[CH:11][CH:10]=1. The yield is 0.740.